This data is from Forward reaction prediction with 1.9M reactions from USPTO patents (1976-2016). The task is: Predict the product of the given reaction. (1) Given the reactants COB(OC)OC.B.CSC.[N:12]1[CH:17]=[CH:16][CH:15]=[C:14]([C:18](=[O:22])[CH2:19][CH2:20][CH3:21])[CH:13]=1.Cl, predict the reaction product. The product is: [N:12]1[CH:17]=[CH:16][CH:15]=[C:14]([C@H:18]([OH:22])[CH2:19][CH2:20][CH3:21])[CH:13]=1. (2) Given the reactants [Cl:1][C:2]1[C:3]([O:12][C:13]2[CH:18]=[C:17]([O:19][CH2:20][C:21]([OH:24])([CH3:23])[CH3:22])[CH:16]=[CH:15][C:14]=2[CH2:25][CH2:26][CH2:27][OH:28])=[N:4][CH:5]=[C:6]([C:8]([F:11])([F:10])[F:9])[CH:7]=1.Cl[S:30]([N:33]=[C:34]=[O:35])(=[O:32])=[O:31].[NH2:36][CH2:37][CH2:38][O:39][CH:40]([CH3:42])[CH3:41].Cl, predict the reaction product. The product is: [CH:40]([O:39][CH2:38][CH2:37][NH:36][S:30]([NH:33][C:34](=[O:35])[O:28][CH2:27][CH2:26][CH2:25][C:14]1[CH:15]=[CH:16][C:17]([O:19][CH2:20][C:21]([OH:24])([CH3:22])[CH3:23])=[CH:18][C:13]=1[O:12][C:3]1[C:2]([Cl:1])=[CH:7][C:6]([C:8]([F:9])([F:11])[F:10])=[CH:5][N:4]=1)(=[O:32])=[O:31])([CH3:42])[CH3:41]. (3) Given the reactants [OH:1][Si:2]([CH3:24])([CH3:23])[C:3]1[CH:22]=[CH:21][C:6]([O:7][CH2:8][CH2:9][N:10]2C(=O)C3C(=CC=CC=3)C2=O)=[CH:5][CH:4]=1, predict the reaction product. The product is: [NH2:10][CH2:9][CH2:8][O:7][C:6]1[CH:21]=[CH:22][C:3]([Si:2]([CH3:24])([CH3:23])[OH:1])=[CH:4][CH:5]=1.